From a dataset of Full USPTO retrosynthesis dataset with 1.9M reactions from patents (1976-2016). Predict the reactants needed to synthesize the given product. (1) Given the product [NH2:1][C:2]1[N:3]=[CH:4][C:5]2[CH2:11][N:10]([C:12]3[CH:13]=[C:14]([CH:18]=[CH:19][CH:20]=3)[C:15]([NH:21][C:22]3[CH:27]=[CH:26][CH:25]=[CH:24][CH:23]=3)=[O:16])[CH2:9][CH2:8][C:6]=2[N:7]=1, predict the reactants needed to synthesize it. The reactants are: [NH2:1][C:2]1[N:3]=[CH:4][C:5]2[CH2:11][N:10]([C:12]3[CH:13]=[C:14]([CH:18]=[CH:19][CH:20]=3)[C:15](O)=[O:16])[CH2:9][CH2:8][C:6]=2[N:7]=1.[NH2:21][C:22]1[CH:27]=[CH:26][CH:25]=[CH:24][CH:23]=1.C(N(CC)C(C)C)(C)C.CN(C(ON1N=NC2C=CC=CC1=2)=[N+](C)C)C.F[P-](F)(F)(F)(F)F. (2) The reactants are: [CH2:1]([O:13][C:14]1[CH:22]=[CH:21][C:17]2[NH:18][CH:19]=[N:20][C:16]=2[CH:15]=1)[CH2:2][CH2:3][CH2:4][CH2:5][CH2:6][CH2:7][CH2:8][CH2:9][CH2:10][CH2:11][CH3:12].[C:23]([O-])([O-])=O.[Cs+].[Cs+].[I:29][CH:30]([CH3:32])[CH3:31].[C:33](#N)[CH3:34]. Given the product [I-:29].[CH2:1]([O:13][C:14]1[CH:22]=[CH:21][C:17]2[N:18]([CH:33]([CH3:34])[CH3:23])[CH:19]=[N+:20]([CH:30]([CH3:32])[CH3:31])[C:16]=2[CH:15]=1)[CH2:2][CH2:3][CH2:4][CH2:5][CH2:6][CH2:7][CH2:8][CH2:9][CH2:10][CH2:11][CH3:12], predict the reactants needed to synthesize it. (3) Given the product [O:1]=[CH:2][C@@H:3]([NH:11][C:12](=[O:21])[O:13][CH2:14][C:15]1[CH:16]=[CH:17][CH:18]=[CH:19][CH:20]=1)[CH2:4][C:5]1[CH:10]=[CH:9][CH:8]=[CH:7][CH:6]=1, predict the reactants needed to synthesize it. The reactants are: [OH:1][CH2:2][C@@H:3]([NH:11][C:12](=[O:21])[O:13][CH2:14][C:15]1[CH:20]=[CH:19][CH:18]=[CH:17][CH:16]=1)[CH2:4][C:5]1[CH:10]=[CH:9][CH:8]=[CH:7][CH:6]=1.CC(OI1(OC(C)=O)(OC(C)=O)OC(=O)C2C=CC=CC1=2)=O.